This data is from CYP1A2 inhibition data for predicting drug metabolism from PubChem BioAssay. The task is: Regression/Classification. Given a drug SMILES string, predict its absorption, distribution, metabolism, or excretion properties. Task type varies by dataset: regression for continuous measurements (e.g., permeability, clearance, half-life) or binary classification for categorical outcomes (e.g., BBB penetration, CYP inhibition). Dataset: cyp1a2_veith. (1) The drug is CCc1ccc2c(c1)N(C[C@H](C)CN(C)C)c1ccccc1S2. The result is 0 (non-inhibitor). (2) The compound is FC(F)(F)c1ccc(/C=N/N2CCN(Cc3cccc4ccccc34)CC2)cc1. The result is 0 (non-inhibitor). (3) The compound is Cl[Pt](Cl)(Cl)Cl.OCc1ccncc1.OCc1ccncc1. The result is 1 (inhibitor). (4) The molecule is NNC(=O)c1ccc[n+](CCc2ccccc2)c1. The result is 0 (non-inhibitor). (5) The compound is Cc1nc(CN2CCCCC2)c(O)c(=O)[nH]1. The result is 0 (non-inhibitor). (6) The drug is NC1=Nc2ccccc2Oc2ccccc21. The result is 1 (inhibitor). (7) The drug is COc1cccc(-c2noc(Cn3nc(C)c([N+](=O)[O-])c3C)n2)c1. The result is 1 (inhibitor). (8) The compound is CCOc1ccc(C(=O)CN2CCN(S(=O)(=O)c3ccc(F)cc3)CC2)cc1. The result is 1 (inhibitor). (9) The compound is COc1cc(/C=C(/C#N)C(=O)NCCc2c[nH]c3ccccc23)ccc1OCc1ccccc1F. The result is 0 (non-inhibitor). (10) The drug is O=C(Oc1ccccc1)N1CCC2(CCCN(c3ccncc3)C2)CC1. The result is 1 (inhibitor).